This data is from Full USPTO retrosynthesis dataset with 1.9M reactions from patents (1976-2016). The task is: Predict the reactants needed to synthesize the given product. (1) Given the product [Cl:25][C:26]([Cl:30])([Cl:29])[C:27](=[NH:28])[O:7][C@H:6]1[O:8][C@H:9]([CH2:20][O:21][C:22](=[O:24])[CH3:23])[C@@H:10]([O:16][C:17](=[O:19])[CH3:18])[C@H:11]([O:12][C:13](=[O:15])[CH3:14])[C@@H:5]1[O:4][C:1](=[O:3])[CH3:2], predict the reactants needed to synthesize it. The reactants are: [C:1]([O:4][C@H:5]1[C@@H:11]([O:12][C:13](=[O:15])[CH3:14])[C@H:10]([O:16][C:17](=[O:19])[CH3:18])[C@@H:9]([CH2:20][O:21][C:22](=[O:24])[CH3:23])[O:8][C@@H:6]1[OH:7])(=[O:3])[CH3:2].[Cl:25][C:26]([Cl:30])([Cl:29])[C:27]#[N:28].C(=O)([O-])[O-].[Cs+].[Cs+]. (2) Given the product [Cl:21][C:17]1[CH:16]=[C:15]2[C:20]([C:12]([CH2:23][C:24]3[CH:29]=[CH:28][CH:27]=[C:26]([Cl:30])[CH:25]=3)([NH:11][C:4]3[CH:3]=[C:2]([Cl:1])[CH:10]=[CH:9][C:5]=3[C:6]([N:31]3[CH2:36][CH2:35][O:34][CH2:33][CH2:32]3)=[O:7])[C:13](=[O:22])[NH:14]2)=[CH:19][CH:18]=1, predict the reactants needed to synthesize it. The reactants are: [Cl:1][C:2]1[CH:10]=[CH:9][C:5]([C:6](O)=[O:7])=[C:4]([NH:11][C:12]2([CH2:23][C:24]3[CH:29]=[CH:28][CH:27]=[C:26]([Cl:30])[CH:25]=3)[C:20]3[C:15](=[CH:16][C:17]([Cl:21])=[CH:18][CH:19]=3)[NH:14][C:13]2=[O:22])[CH:3]=1.[NH:31]1[CH2:36][CH2:35][O:34][CH2:33][CH2:32]1.CCN=C=NCCCN(C)C.Cl. (3) The reactants are: Br[C:2]1[CH:10]=[C:9]2[C:5]([CH:6]=[C:7]([C:11]3[CH:16]=[CH:15][C:14]([N+:17]([O-:19])=[O:18])=[CH:13][CH:12]=3)[NH:8]2)=[CH:4][CH:3]=1.CCCCCC.P(C(C)(C)C)(C(C)(C)C)C(C)(C)C.[CH3:39][N:40](C=O)C. Given the product [N+:17]([C:14]1[CH:15]=[CH:16][C:11]([C:7]2[NH:8][C:9]3[C:5]([CH:6]=2)=[CH:4][CH:3]=[C:2]([C:39]#[N:40])[CH:10]=3)=[CH:12][CH:13]=1)([O-:19])=[O:18], predict the reactants needed to synthesize it. (4) Given the product [O:9]=[S:6]1(=[O:10])[CH2:7][CH2:8][C:4]2[CH:3]=[C:2]([B:13]3[O:17][C:16]([CH3:19])([CH3:18])[C:15]([CH3:21])([CH3:20])[O:14]3)[CH:12]=[CH:11][C:5]1=2, predict the reactants needed to synthesize it. The reactants are: Br[C:2]1[CH:12]=[CH:11][C:5]2[S:6](=[O:10])(=[O:9])[CH2:7][CH2:8][C:4]=2[CH:3]=1.[B:13]1([B:13]2[O:17][C:16]([CH3:19])([CH3:18])[C:15]([CH3:21])([CH3:20])[O:14]2)[O:17][C:16]([CH3:19])([CH3:18])[C:15]([CH3:21])([CH3:20])[O:14]1.C([O-])(=O)C.[K+]. (5) Given the product [CH2:3]([N:2]([CH3:1])[CH2:20][C:21]1[CH:26]=[C:25]([N:27]2[CH2:32][CH2:31][O:30][CH2:29][CH2:28]2)[N:24]=[C:23]([C:33]2[CH:38]=[CH:37][CH:36]=[CH:35][N:34]=2)[N:22]=1)[C:4]1[CH:9]=[CH:8][CH:7]=[CH:6][CH:5]=1, predict the reactants needed to synthesize it. The reactants are: [CH3:1][NH:2][CH2:3][C:4]1[CH:9]=[CH:8][CH:7]=[CH:6][CH:5]=1.CCN(C(C)C)C(C)C.Cl[CH2:20][C:21]1[CH:26]=[C:25]([N:27]2[CH2:32][CH2:31][O:30][CH2:29][CH2:28]2)[N:24]=[C:23]([C:33]2[CH:38]=[CH:37][CH:36]=[CH:35][N:34]=2)[N:22]=1. (6) Given the product [C:1]([O:5][C:6](=[O:17])[NH:7][CH:8]([C:10]1[CH:15]=[CH:14][CH:13]=[C:12]([N:22]2[CH2:23][CH2:24][CH:20]([N:19]([CH3:25])[CH3:18])[CH2:21]2)[CH:11]=1)[CH3:9])([CH3:4])([CH3:3])[CH3:2], predict the reactants needed to synthesize it. The reactants are: [C:1]([O:5][C:6](=[O:17])[NH:7][C@H:8]([C:10]1[CH:15]=[CH:14][CH:13]=[C:12](Br)[CH:11]=1)[CH3:9])([CH3:4])([CH3:3])[CH3:2].[CH3:18][N:19]([CH3:25])[C@@H:20]1[CH2:24][CH2:23][NH:22][CH2:21]1.[O-]P([O-])([O-])=O.[K+].[K+].[K+].